Dataset: Catalyst prediction with 721,799 reactions and 888 catalyst types from USPTO. Task: Predict which catalyst facilitates the given reaction. (1) The catalyst class is: 2. Reactant: [F:8][C:7]([F:10])([F:9])[C:6](O[C:6](=[O:11])[C:7]([F:10])([F:9])[F:8])=[O:11].[CH2:14]([O:21][C:22]1[CH:27]=[CH:26][C:25]([CH:28]2[C:37]3[C:32](=[CH:33][C:34]([O:38][CH3:39])=[CH:35][CH:36]=3)[CH2:31][CH2:30][NH:29]2)=[CH:24][CH:23]=1)[C:15]1[CH:20]=[CH:19][CH:18]=[CH:17][CH:16]=1.CCN(CC)CC. Product: [CH2:14]([O:21][C:22]1[CH:23]=[CH:24][C:25]([CH:28]2[C:37]3[C:32](=[CH:33][C:34]([O:38][CH3:39])=[CH:35][CH:36]=3)[CH2:31][CH2:30][N:29]2[C:6](=[O:11])[C:7]([F:8])([F:9])[F:10])=[CH:26][CH:27]=1)[C:15]1[CH:16]=[CH:17][CH:18]=[CH:19][CH:20]=1. (2) Reactant: C(=O)([O-])[O-].[K+].[K+].C(N(CC)CC)C.Cl.[NH2:15][CH2:16][CH2:17][CH2:18][CH2:19][C:20]([O:22][CH2:23][CH3:24])=[O:21].Cl[C:26]1[C:35]2[C:30](=[CH:31][CH:32]=[CH:33][CH:34]=2)[N:29]=[CH:28][C:27]=1[N+:36]([O-:38])=[O:37]. Product: [N+:36]([C:27]1[CH:28]=[N:29][C:30]2[C:35]([C:26]=1[NH:15][CH2:16][CH2:17][CH2:18][CH2:19][C:20]([O:22][CH2:23][CH3:24])=[O:21])=[CH:34][CH:33]=[CH:32][CH:31]=2)([O-:38])=[O:37]. The catalyst class is: 22. (3) Reactant: [C:1]1([CH:7]([C:21]2[CH:26]=[CH:25][CH:24]=[CH:23][CH:22]=2)[CH2:8][CH2:9][N:10]2[CH2:20][CH2:19][C:13]3([C:17](=O)[NH:16][CH2:15][CH2:14]3)[CH2:12][CH2:11]2)[CH:6]=[CH:5][CH:4]=[CH:3][CH:2]=1.[H-].[H-].[H-].[H-].[Li+].[Al+3].O.[OH-].[Na+]. Product: [C:21]1([CH:7]([C:1]2[CH:6]=[CH:5][CH:4]=[CH:3][CH:2]=2)[CH2:8][CH2:9][N:10]2[CH2:11][CH2:12][C:13]3([CH2:17][NH:16][CH2:15][CH2:14]3)[CH2:19][CH2:20]2)[CH:22]=[CH:23][CH:24]=[CH:25][CH:26]=1. The catalyst class is: 1. (4) Reactant: C(N(C(C)C)C(C)C)C.CS(C)=O.[Br:14][CH2:15][CH2:16][CH2:17][CH2:18][CH2:19][CH2:20][CH2:21][CH2:22][CH2:23][OH:24].O. Product: [Br:14][CH2:15][CH2:16][CH2:17][CH2:18][CH2:19][CH2:20][CH2:21][CH2:22][CH:23]=[O:24]. The catalyst class is: 2. (5) Reactant: [OH-].[Na+].[F:3][C:4]1[CH:9]=[CH:8][C:7]([F:10])=[CH:6][C:5]=1[CH:11]1[CH2:15][CH2:14][CH2:13][N:12]1[C:16]1[CH:21]=[CH:20][N:19]2[N:22]=[CH:23][C:24]([C:25]([O:27]CC)=[O:26])=[C:18]2[CH:17]=1.Cl. Product: [F:3][C:4]1[CH:9]=[CH:8][C:7]([F:10])=[CH:6][C:5]=1[CH:11]1[CH2:15][CH2:14][CH2:13][N:12]1[C:16]1[CH:21]=[CH:20][N:19]2[N:22]=[CH:23][C:24]([C:25]([OH:27])=[O:26])=[C:18]2[CH:17]=1. The catalyst class is: 200.